This data is from Forward reaction prediction with 1.9M reactions from USPTO patents (1976-2016). The task is: Predict the product of the given reaction. (1) Given the reactants C(N(CC)CC)C.N1([C:13]2[CH2:14][CH2:15][S:16][CH2:17][CH:18]=2)CCCC1.Br[CH2:20][CH:21]([CH2:27]Br)[C:22]([O:24][CH2:25][CH3:26])=[O:23].C(O)(=[O:31])C, predict the reaction product. The product is: [CH2:25]([O:24][C:22]([CH:21]1[CH2:27][CH:14]2[C:13](=[O:31])[CH:18]([CH2:17][S:16][CH2:15]2)[CH2:20]1)=[O:23])[CH3:26]. (2) Given the reactants [CH3:1][C:2]1[O:6][N:5]=[C:4]([OH:7])[CH:3]=1.C(#N)C.CS(O[CH:16]1[CH2:19][N:18]([C:20]2[N:29]=[CH:28][C:27]([C:30]([F:33])([F:32])[F:31])=[CH:26][C:21]=2[C:22]([O:24][CH3:25])=[O:23])[CH2:17]1)(=O)=O, predict the reaction product. The product is: [CH3:1][C:2]1[O:6][N:5]=[C:4]([O:7][CH:16]2[CH2:19][N:18]([C:20]3[N:29]=[CH:28][C:27]([C:30]([F:31])([F:32])[F:33])=[CH:26][C:21]=3[C:22]([O:24][CH3:25])=[O:23])[CH2:17]2)[CH:3]=1.